Dataset: Forward reaction prediction with 1.9M reactions from USPTO patents (1976-2016). Task: Predict the product of the given reaction. (1) Given the reactants Br[C:2]1[CH:7]=[CH:6][C:5]([S:8]([CH3:11])(=[O:10])=[O:9])=[CH:4][N:3]=1.CCN(CC)CC.[CH2:19]([OH:21])[CH3:20].C1(P(C2C=CC=CC=2)CCCP(C2C=CC=CC=2)C2C=CC=CC=2)C=CC=CC=1.CN([CH:54]=[O:55])C, predict the reaction product. The product is: [CH2:19]([O:21][C:54]([C:2]1[CH:7]=[CH:6][C:5]([S:8]([CH3:11])(=[O:10])=[O:9])=[CH:4][N:3]=1)=[O:55])[CH3:20]. (2) Given the reactants [O:1]=[C:2]1[C:10]2([CH2:15][CH2:14][N:13]([CH2:16][C:17]([F:20])([F:19])[F:18])[CH2:12][CH2:11]2)[C:9]2[C:4](=[CH:5][CH:6]=[CH:7][CH:8]=2)[N:3]1[CH2:21][C:22]([O:24]C(C)(C)C)=[O:23], predict the reaction product. The product is: [O:1]=[C:2]1[C:10]2([CH2:11][CH2:12][N:13]([CH2:16][C:17]([F:20])([F:18])[F:19])[CH2:14][CH2:15]2)[C:9]2[C:4](=[CH:5][CH:6]=[CH:7][CH:8]=2)[N:3]1[CH2:21][C:22]([OH:24])=[O:23]. (3) The product is: [F:17][C:14]1[CH:15]=[C:16]2[C:11]([C:10]([C:18]3[CH:40]=[CH:39][C:21]4[N:22]([CH:26]5[CH2:27][CH2:28][NH:29][CH2:30][CH2:31]5)[C:23](=[O:25])[O:24][C:20]=4[CH:19]=3)=[CH:9][NH:8]2)=[CH:12][CH:13]=1. Given the reactants C(OC([N:8]1[C:16]2[C:11](=[CH:12][CH:13]=[C:14]([F:17])[CH:15]=2)[C:10]([C:18]2[CH:40]=[CH:39][C:21]3[N:22]([CH:26]4[CH2:31][CH2:30][N:29](C(OC(C)(C)C)=O)[CH2:28][CH2:27]4)[C:23](=[O:25])[O:24][C:20]=3[CH:19]=2)=[CH:9]1)=O)(C)(C)C.C(O)(C(F)(F)F)=O, predict the reaction product. (4) Given the reactants [CH3:1][O:2][C:3]([NH:5][C:6]1[NH:7][C:8]2[CH:14]=[C:13]([O:15][S:16]([C:19]3[CH:29]=[CH:28][C:22]([O:23][CH2:24][C:25](O)=[O:26])=[CH:21][CH:20]=3)(=[O:18])=[O:17])[CH:12]=[CH:11][C:9]=2[N:10]=1)=[O:4].[CH:30]([N:33]([CH:36]([CH3:38])C)CC)([CH3:32])C.N1CCCC1, predict the reaction product. The product is: [CH3:1][O:2][C:3]([NH:5][C:6]1[NH:10][C:9]2[CH:11]=[CH:12][C:13]([O:15][S:16]([C:19]3[CH:20]=[CH:21][C:22]([O:23][CH2:24][C:25](=[O:26])[N:33]4[CH2:30][CH2:32][CH2:38][CH2:36]4)=[CH:28][CH:29]=3)(=[O:18])=[O:17])=[CH:14][C:8]=2[N:7]=1)=[O:4]. (5) Given the reactants [C:1]([CH:3]1[CH2:8][CH2:7][N:6]([C:9](=[O:35])[C@H:10]([NH:14][C:15]([C:17]2[C:25]3[C:20](=[N:21][CH:22]=[C:23](Br)[N:24]=3)[N:19](COCC[Si](C)(C)C)[CH:18]=2)=[O:16])[CH:11]2[CH2:13][CH2:12]2)[CH2:5][CH2:4]1)#[N:2].C(N(CC)CC)C.[C:43]([Si:45]([CH3:48])([CH3:47])[CH3:46])#[CH:44], predict the reaction product. The product is: [C:1]([CH:3]1[CH2:4][CH2:5][N:6]([C:9](=[O:35])[C@H:10]([NH:14][C:15]([C:17]2[C:25]3[C:20](=[N:21][CH:22]=[C:23]([C:44]#[C:43][Si:45]([CH3:48])([CH3:47])[CH3:46])[N:24]=3)[NH:19][CH:18]=2)=[O:16])[CH:11]2[CH2:13][CH2:12]2)[CH2:7][CH2:8]1)#[N:2]. (6) Given the reactants [C:1]([C:3]1[CH:28]=[CH:27][C:6]([O:7][CH2:8][CH2:9][N:10]([CH2:14][CH2:15]OS(C2C=CC(C)=CC=2)(=O)=O)[C:11]([NH2:13])=[O:12])=[CH:5][CH:4]=1)#[N:2].[C:29]([O:33][C:34]([N:36]1[CH2:43][CH:42]2[O:44][CH:38]([CH2:39][NH:40][CH2:41]2)[CH2:37]1)=[O:35])([CH3:32])([CH3:31])[CH3:30].C([O-])([O-])=O.[K+].[K+].[Br-].[Li+], predict the reaction product. The product is: [C:29]([O:33][C:34]([N:36]1[CH2:37][CH:38]2[O:44][CH:42]([CH2:41][N:40]([CH2:15][CH2:14][N:10]([CH2:9][CH2:8][O:7][C:6]3[CH:5]=[CH:4][C:3]([C:1]#[N:2])=[CH:28][CH:27]=3)[C:11]([NH2:13])=[O:12])[CH2:39]2)[CH2:43]1)=[O:35])([CH3:32])([CH3:30])[CH3:31].